This data is from Forward reaction prediction with 1.9M reactions from USPTO patents (1976-2016). The task is: Predict the product of the given reaction. (1) Given the reactants [C:1]1(C)[CH:6]=[CH:5][CH:4]=[CH:3][C:2]=1P([C:1]1[CH:6]=[CH:5][CH:4]=[CH:3][C:2]=1C)[C:1]1[CH:6]=[CH:5][CH:4]=[CH:3][C:2]=1C.Br[C:24]1[CH:25]=[C:26]([C:31]2([C:44]3[CH:49]=[C:48](Br)[CH:47]=[C:46](Br)[CH:45]=3)[C:43]3[CH:42]=[CH:41][CH:40]=[CH:39][C:38]=3[C:37]3[C:32]2=[CH:33][CH:34]=[CH:35][CH:36]=3)[CH:27]=[C:28](Br)[CH:29]=1.[C:52]1(B(O)O)[CH:57]=[CH:56][CH:55]=[CH:54][CH:53]=1.P([O-])([O-])([O-])=O.[K+].[K+].[K+], predict the reaction product. The product is: [C:52]1([C:24]2[CH:25]=[C:26]([C:31]3([C:44]4[CH:49]=[C:48]([C:1]5[CH:6]=[CH:5][CH:4]=[CH:3][CH:2]=5)[CH:47]=[C:46]([C:1]5[CH:6]=[CH:5][CH:4]=[CH:3][CH:2]=5)[CH:45]=4)[C:43]4[CH:42]=[CH:41][CH:40]=[CH:39][C:38]=4[C:37]4[C:32]3=[CH:33][CH:34]=[CH:35][CH:36]=4)[CH:27]=[C:28]([C:1]3[CH:6]=[CH:5][CH:4]=[CH:3][CH:2]=3)[CH:29]=2)[CH:57]=[CH:56][CH:55]=[CH:54][CH:53]=1. (2) The product is: [OH:23][C@@H:22]([CH2:21][OH:20])[CH2:24][O:25][C:26]1[C:27]([CH3:37])=[CH:28][C:29]([C:30]2[N:33]=[C:4]([CH2:3][CH2:2][C:1]3([C:7]4[CH:12]=[CH:11][C:10]([F:48])=[CH:9][CH:8]=4)[CH2:6][CH2:68][CH2:67][CH2:66][C:70]3=[O:69])[O:32][N:31]=2)=[CH:34][C:35]=1[CH3:36]. Given the reactants [C:1]1([C:7]2(CCC(O)=O)[CH2:12][CH2:11][CH2:10][CH2:9][CH2:8]2)[CH:6]=C[CH:4]=[CH:3][CH:2]=1.CC1(C)[O:23][C@H:22]([CH2:24][O:25][C:26]2[C:35]([CH3:36])=[CH:34][C:29]([C:30](=[NH:33])[NH:31][OH:32])=[CH:28][C:27]=2[CH3:37])[CH2:21][O:20]1.C(N=C=NC(C)C)(C)C.[F-:48].C([N+](CCCC)(CCCC)CCCC)CCC.[CH2:66]1[CH2:70][O:69][CH2:68][CH2:67]1, predict the reaction product. (3) Given the reactants [CH2:1]([N+:5]([O-:7])=[O:6])/[CH:2]=[N:3]\O.[Br:8][C:9]1[CH:17]=[C:13]([C:14]([OH:16])=[O:15])[C:12](N)=[CH:11][CH:10]=1.Cl, predict the reaction product. The product is: [Br:8][C:9]1[CH:10]=[CH:11][C:12]([NH:3]/[CH:2]=[CH:1]/[N+:5]([O-:7])=[O:6])=[C:13]([CH:17]=1)[C:14]([OH:16])=[O:15]. (4) The product is: [CH2:28]([O:27][C:25]([N:22]1[CH2:23][CH2:24][CH:19]([CH2:18][CH2:17][C:16]([N:12]2[CH2:13][CH2:14][CH2:15][C@@H:10]([C:8]([NH:7][CH2:6][C@H:5]([NH:36][C:37](=[O:39])[CH3:38])[C:4]([OH:40])=[O:3])=[O:9])[CH2:11]2)=[O:35])[CH2:20][CH2:21]1)=[O:26])[C:29]1[CH:30]=[CH:31][CH:32]=[CH:33][CH:34]=1. Given the reactants C([O:3][C:4](=[O:40])[C@@H:5]([NH:36][C:37](=[O:39])[CH3:38])[CH2:6][NH:7][C:8]([C@@H:10]1[CH2:15][CH2:14][CH2:13][N:12]([C:16](=[O:35])[CH2:17][CH2:18][CH:19]2[CH2:24][CH2:23][N:22]([C:25]([O:27][CH2:28][C:29]3[CH:34]=[CH:33][CH:32]=[CH:31][CH:30]=3)=[O:26])[CH2:21][CH2:20]2)[CH2:11]1)=[O:9])C.[OH-].[Li+].OS([O-])(=O)=O.[K+], predict the reaction product. (5) Given the reactants [CH2:1]([NH2:8])[C:2]1[CH:7]=[CH:6][CH:5]=[CH:4][CH:3]=1.[C:9]([O:13][C:14]([NH:16][C@@H:17]([CH2:24][C@H:25]([CH3:32])[CH2:26]OS(C)(=O)=O)[CH2:18]OS(C)(=O)=O)=[O:15])([CH3:12])([CH3:11])[CH3:10], predict the reaction product. The product is: [C:9]([O:13][C:14](=[O:15])[NH:16][C@H:17]1[CH2:24][C@H:25]([CH3:32])[CH2:26][N:8]([CH2:1][C:2]2[CH:7]=[CH:6][CH:5]=[CH:4][CH:3]=2)[CH2:18]1)([CH3:10])([CH3:11])[CH3:12].